This data is from Reaction yield outcomes from USPTO patents with 853,638 reactions. The task is: Predict the reaction yield, written as a fraction of the theoretical maximum amount of product (1.0 means a 100% yield; for example, 0.34 means a 34% yield). (1) The reactants are [C:1]([O:5][C:6]([N:8]1[C:22]2[C:23]3[C:10]([CH2:11][C@@H:12]4[C@@H:17]([C:18]=3[CH:19]=[CH:20][CH:21]=2)[CH2:16][C@@H:15]([CH2:24][OH:25])[CH2:14][N:13]4[C:26]([O:28][C:29]([CH3:32])([CH3:31])[CH3:30])=[O:27])=[CH:9]1)=[O:7])([CH3:4])([CH3:3])[CH3:2].O.CC1(C)N([O])C(C)(C)CCC1.C(O)(=[O:47])C.C(O)(=O)C.IC1C=CC=CC=1. The catalyst is ClCCl. The product is [C:1]([O:5][C:6]([N:8]1[C:22]2[C:23]3[C:10]([CH2:11][C@@H:12]4[C@@H:17]([C:18]=3[CH:19]=[CH:20][CH:21]=2)[CH2:16][C@@H:15]([C:24]([OH:47])=[O:25])[CH2:14][N:13]4[C:26]([O:28][C:29]([CH3:32])([CH3:31])[CH3:30])=[O:27])=[CH:9]1)=[O:7])([CH3:3])([CH3:4])[CH3:2]. The yield is 0.885. (2) The reactants are [O:1]=[C:2]1[C:11]([C:12]([O:14][CH2:15][CH3:16])=[O:13])=[N:10][C:9]2[C:4](=[CH:5][CH:6]=[CH:7][CH:8]=2)[NH:3]1.[CH3:17][O:18][C:19]1[CH:20]=[C:21](OB(O)O)[CH:22]=[CH:23][CH:24]=1.N1C=CC=CC=1. The catalyst is ClCCl.C([O-])(=O)C.[Cu+2].C([O-])(=O)C. The product is [CH3:17][O:18][C:19]1[CH:24]=[C:23]([N:3]2[C:4]3[C:9](=[CH:8][CH:7]=[CH:6][CH:5]=3)[N:10]=[C:11]([C:12]([O:14][CH2:15][CH3:16])=[O:13])[C:2]2=[O:1])[CH:22]=[CH:21][CH:20]=1. The yield is 0.420. (3) The reactants are Br[C:2]1[CH:3]=[CH:4][C:5]([CH3:18])=[C:6]2[C:11]=1[NH:10][CH:9]=[C:8]([C:12]([O:14][CH2:15][CH3:16])=[O:13])[C:7]2=[O:17].C([O-])(=O)C.[Na+]. The catalyst is [Pd]. The product is [CH3:18][C:5]1[CH:4]=[CH:3][CH:2]=[C:11]2[C:6]=1[C:7](=[O:17])[C:8]([C:12]([O:14][CH2:15][CH3:16])=[O:13])=[CH:9][NH:10]2. The yield is 0.220. (4) The catalyst is O1CCCC1. The yield is 0.500. The reactants are [CH3:1][N:2]1[C:6]([CH3:7])=[C:5]([CH3:8])[N:4]=[CH:3]1.[Li]CCCC.CN([CH:17]=[O:18])C. The product is [CH3:1][N:2]1[C:6]([CH3:7])=[C:5]([CH3:8])[N:4]=[C:3]1[CH:17]=[O:18]. (5) The reactants are Br[C:2]1[CH:3]=[CH:4][C:5]2[O:14][CH2:13][CH2:12][C:11]3[S:10][C:9]([C:15]4[N:16]([CH:20]([CH3:22])[CH3:21])[N:17]=[CH:18][N:19]=4)=[N:8][C:7]=3[C:6]=2[CH:23]=1.[CH3:24][C:25]1[CH:30]=[CH:29][N:28]=[CH:27][C:26]=1B(O)O. The catalyst is CN(C=O)C. The product is [CH:20]([N:16]1[C:15]([C:9]2[S:10][C:11]3[CH2:12][CH2:13][O:14][C:5]4[CH:4]=[CH:3][C:2]([C:26]5[CH:27]=[N:28][CH:29]=[CH:30][C:25]=5[CH3:24])=[CH:23][C:6]=4[C:7]=3[N:8]=2)=[N:19][CH:18]=[N:17]1)([CH3:22])[CH3:21]. The yield is 0.350. (6) The reactants are [Br:1][C:2]1[CH:3]=[C:4]([CH3:11])[C:5](F)=[C:6]([CH:9]=1)[C:7]#[N:8].C(=O)([O-])[O-].[K+].[K+].[NH:18]1[CH:22]=[N:21][CH:20]=[N:19]1. The catalyst is CN(C=O)C.O. The product is [Br:1][C:2]1[CH:3]=[C:4]([CH3:11])[C:5]([N:18]2[CH:22]=[N:21][CH:20]=[N:19]2)=[C:6]([CH:9]=1)[C:7]#[N:8]. The yield is 0.490. (7) The reactants are Br[C:2]1[CH:7]=[CH:6][C:5]([C:8]([OH:11])([CH3:10])[CH3:9])=[CH:4][CH:3]=1.[CH3:12][C:13]1([CH3:29])[C:17]([CH3:19])([CH3:18])[O:16][B:15]([B:15]2[O:16][C:17]([CH3:19])([CH3:18])[C:13]([CH3:29])([CH3:12])[O:14]2)[O:14]1.C(O[K])(C)=O.CCOC(C)=O. The catalyst is O1CCOCC1.C1C=CC(P(C2C=CC=CC=2)[C-]2C=CC=C2)=CC=1.C1C=CC(P(C2C=CC=CC=2)[C-]2C=CC=C2)=CC=1.Cl[Pd]Cl.[Fe+2]. The product is [CH3:12][C:13]1([CH3:29])[C:17]([CH3:19])([CH3:18])[O:16][B:15]([C:2]2[CH:7]=[CH:6][C:5]([C:8]([OH:11])([CH3:10])[CH3:9])=[CH:4][CH:3]=2)[O:14]1. The yield is 0.588. (8) The reactants are Cl.C([O:5][C:6]1[CH:7]=[C:8]2[C:13](=[CH:14][C:15]=1[O:16][CH3:17])[N:12]=[CH:11][N:10]=[C:9]2[NH:18][C:19]1[CH:24]=[CH:23][CH:22]=[C:21]([Cl:25])[C:20]=1[F:26])(=O)C.O.[OH-].[Na+].C(O)(=O)C. The catalyst is CO. The product is [Cl:25][C:21]1[C:20]([F:26])=[C:19]([CH:24]=[CH:23][CH:22]=1)[NH:18][C:9]1[C:8]2[C:13](=[CH:14][C:15]([O:16][CH3:17])=[C:6]([OH:5])[CH:7]=2)[N:12]=[CH:11][N:10]=1. The yield is 0.980. (9) The reactants are C1(C)C=CC([C:7]([C@@](C(O)=O)(O)[C@@](C(C2C=CC(C)=CC=2)=O)(O)C(O)=O)=[O:8])=CC=1.[CH2:29]([O:36][C:37]([N:39]1[CH2:43][CH2:42][C@H:41]([NH:44][C:45]([C@@H:47]2[CH2:52][CH2:51][C@@H:50]([NH:53][O:54][CH2:55][C:56]3[CH:61]=[CH:60][CH:59]=[CH:58][CH:57]=3)[CH2:49][NH:48]2)=[O:46])[CH2:40]1)=[O:38])[C:30]1[CH:35]=[CH:34][CH:33]=[CH:32][CH:31]=1.C(=O)(O)[O-].[Na+].CCN(C(C)C)C(C)C.ClC(Cl)(OC(=O)OC(Cl)(Cl)Cl)Cl.OP(O)(O)=O. The catalyst is C(Cl)Cl.CCCCCCC. The product is [CH2:29]([O:36][C:37]([N:39]1[CH2:43][CH2:42][C@H:41]([NH:44][C:45]([C@@H:47]2[CH2:52][CH2:51][C@@H:50]3[CH2:49][N:48]2[C:7](=[O:8])[N:53]3[O:54][CH2:55][C:56]2[CH:61]=[CH:60][CH:59]=[CH:58][CH:57]=2)=[O:46])[CH2:40]1)=[O:38])[C:30]1[CH:35]=[CH:34][CH:33]=[CH:32][CH:31]=1. The yield is 0.910. (10) The reactants are C([O:3][C:4]1([CH3:20])[O:9][CH2:8][C:7]([C:15]([O:17][CH2:18][CH3:19])=[O:16])([C:10]([O:12][CH2:13][CH3:14])=[O:11])[CH2:6][O:5]1)C. The catalyst is C(O)(=O)C. The product is [C:4]([O:5][CH2:6][C:7]([CH2:8][OH:9])([C:15]([O:17][CH2:18][CH3:19])=[O:16])[C:10]([O:12][CH2:13][CH3:14])=[O:11])(=[O:3])[CH3:20]. The yield is 0.750.